From a dataset of Forward reaction prediction with 1.9M reactions from USPTO patents (1976-2016). Predict the product of the given reaction. (1) Given the reactants [C:1]([C:4]1[CH:5]=[CH:6][C:7]2[N:11]([CH3:12])[C:10](=[O:13])[N:9]([CH2:14][C:15]3[CH:20]=[CH:19][C:18]([Cl:21])=[CH:17][C:16]=3[Cl:22])[C:8]=2[CH:23]=1)([OH:3])=O.[CH2:24]([S:28]([NH2:31])(=[O:30])=[O:29])[CH2:25][CH2:26][CH3:27].C1CCN2C(=NCCC2)CC1, predict the reaction product. The product is: [CH2:24]([S:28]([NH:31][C:1]([C:4]1[CH:5]=[CH:6][C:7]2[N:11]([CH3:12])[C:10](=[O:13])[N:9]([CH2:14][C:15]3[CH:20]=[CH:19][C:18]([Cl:21])=[CH:17][C:16]=3[Cl:22])[C:8]=2[CH:23]=1)=[O:3])(=[O:30])=[O:29])[CH2:25][CH2:26][CH3:27]. (2) Given the reactants Br[C:2]1[CH:3]=[C:4]2[C:10]([C:11]3[CH:12]=[C:13]([N:17]4[CH2:22][CH2:21][CH:20]([NH:23][C:24](=[O:30])[O:25][C:26]([CH3:29])([CH3:28])[CH3:27])[CH2:19][CH2:18]4)[CH:14]=[N:15][CH:16]=3)=[N:9][N:8]([CH:31]3[CH2:36][CH2:35][CH2:34][CH2:33][O:32]3)[C:5]2=[CH:6][N:7]=1.[N:37]1[CH:42]=[CH:41][CH:40]=[C:39](B(O)O)[CH:38]=1.C(#N)C.C([O-])(=O)C.[K+], predict the reaction product. The product is: [N:37]1[CH:42]=[CH:41][CH:40]=[C:39]([C:2]2[CH:3]=[C:4]3[C:10]([C:11]4[CH:12]=[C:13]([N:17]5[CH2:22][CH2:21][CH:20]([NH:23][C:24](=[O:30])[O:25][C:26]([CH3:27])([CH3:28])[CH3:29])[CH2:19][CH2:18]5)[CH:14]=[N:15][CH:16]=4)=[N:9][N:8]([CH:31]4[CH2:36][CH2:35][CH2:34][CH2:33][O:32]4)[C:5]3=[CH:6][N:7]=2)[CH:38]=1.